Dataset: Forward reaction prediction with 1.9M reactions from USPTO patents (1976-2016). Task: Predict the product of the given reaction. (1) Given the reactants [C:1]([O:5][CH2:6][CH3:7])(=[O:4])[CH:2]=[CH2:3].[CH2:8]([NH2:15])[C:9]1[CH:14]=[CH:13][CH:12]=[CH:11][CH:10]=1, predict the reaction product. The product is: [CH2:8]([NH:15][CH2:3][CH2:2][C:1]([O:5][CH2:6][CH3:7])=[O:4])[C:9]1[CH:14]=[CH:13][CH:12]=[CH:11][CH:10]=1. (2) Given the reactants [OH:1][C:2]12[CH2:11][CH:6]3[CH2:7][CH:8]([CH2:10][C:4]([C:12](=[O:15])[CH2:13][CH3:14])([CH2:5]3)[CH2:3]1)[CH2:9]2.B.[Na], predict the reaction product. The product is: [OH:1][C:2]12[CH2:11][CH:6]3[CH2:7][CH:8]([CH2:10][C:4]([CH:12]([OH:15])[CH2:13][CH3:14])([CH2:5]3)[CH2:3]1)[CH2:9]2. (3) Given the reactants [CH2:1]([O:8][C:9](=[O:26])[NH:10][C:11]1[CH:16]=[CH:15][C:14]([O:17][C:18]2[CH:23]=[CH:22][N:21]=[C:20]([NH2:24])[CH:19]=2)=[C:13]([F:25])[CH:12]=1)[C:2]1[CH:7]=[CH:6][CH:5]=[CH:4][CH:3]=1.[CH2:27]([N:29]([CH2:32][CH3:33])[CH2:30][CH3:31])C.ClC([O:37][C:38]1C=CC=CC=1)=O.[CH3:44][NH:45][CH:46]1CCN(C)CC1, predict the reaction product. The product is: [CH2:1]([O:8][C:9](=[O:26])[NH:10][C:11]1[CH:16]=[CH:15][C:14]([O:17][C:18]2[CH:23]=[CH:22][N:21]=[C:20]([NH:24][C:38]([N:45]([CH3:46])[CH:44]3[CH2:33][CH2:32][N:29]([CH3:27])[CH2:30][CH2:31]3)=[O:37])[CH:19]=2)=[C:13]([F:25])[CH:12]=1)[C:2]1[CH:3]=[CH:4][CH:5]=[CH:6][CH:7]=1. (4) Given the reactants [F:1][C:2]1[CH:30]=[CH:29][C:5]([NH:6][C:7]2[CH:19]=[C:18]([N:20]3[C:28]4[C:23](=[CH:24][CH:25]=[CH:26][CH:27]=4)[CH2:22][CH2:21]3)[CH:17]=[CH:16][C:8]=2[C:9]([O:11]C(C)(C)C)=[O:10])=[CH:4][CH:3]=1, predict the reaction product. The product is: [F:1][C:2]1[CH:30]=[CH:29][C:5]([NH:6][C:7]2[CH:19]=[C:18]([N:20]3[C:28]4[C:23](=[CH:24][CH:25]=[CH:26][CH:27]=4)[CH2:22][CH2:21]3)[CH:17]=[CH:16][C:8]=2[C:9]([OH:11])=[O:10])=[CH:4][CH:3]=1. (5) Given the reactants [OH:1][C:2]1[CH:3]=[CH:4][C:5]([CH2:12][C@@H:13]([C:15]([OH:17])=[O:16])[NH2:14])=[C:6]2[C:11]=1[N:10]=[CH:9][CH:8]=[CH:7]2.S(Cl)(Cl)=O.[CH2:22](O)[CH3:23], predict the reaction product. The product is: [CH2:22]([O:16][C:15](=[O:17])[C@H:13]([CH2:12][C:5]1[CH:4]=[CH:3][C:2]([OH:1])=[C:11]2[C:6]=1[CH:7]=[CH:8][CH:9]=[N:10]2)[NH2:14])[CH3:23].